Dataset: Full USPTO retrosynthesis dataset with 1.9M reactions from patents (1976-2016). Task: Predict the reactants needed to synthesize the given product. (1) Given the product [N:25]1[C:5]2[NH:4][C:9]3[CH:10]=[C:11]([CH2:14][N:15]4[CH:19]=[CH:18][N:17]=[C:16]4[C:20]([OH:28])=[O:21])[CH:12]=[CH:13][C:8]=3[S:7][C:6]=2[N:22]=[CH:23][CH:24]=1, predict the reactants needed to synthesize it. The reactants are: COC[N:4]1[C:9]2[CH:10]=[C:11]([CH2:14][N:15]3[CH:19]=[CH:18][N:17]=[C:16]3[CH:20]=[O:21])[CH:12]=[CH:13][C:8]=2[S:7][C:6]2[N:22]=[CH:23][CH:24]=[N:25][C:5]1=2.C([OH:28])C.[OH-].[Na+]. (2) Given the product [F:1][C:2]1[CH:7]=[CH:6][CH:5]=[C:4]([F:8])[C:3]=1[N:9]1[C:14]2[N:15]=[C:16]([NH:37][CH2:38][CH2:39][N:40]([CH3:48])[C:41](=[O:47])[O:42][C:43]([CH3:44])([CH3:45])[CH3:46])[N:17]=[C:18]([C:19]3[CH:20]=[C:21]([C:22]([NH:24][CH2:25][CH2:26][CH3:27])=[O:23])[CH:28]=[CH:29][C:30]=3[CH3:31])[C:13]=2[CH:12]=[CH:11][C:10]1=[O:36], predict the reactants needed to synthesize it. The reactants are: [F:1][C:2]1[CH:7]=[CH:6][CH:5]=[C:4]([F:8])[C:3]=1[N:9]1[C:14]2[N:15]=[C:16](S(C)(=O)=O)[N:17]=[C:18]([C:19]3[CH:20]=[C:21]([CH:28]=[CH:29][C:30]=3[CH3:31])[C:22]([NH:24][CH2:25][CH2:26][CH3:27])=[O:23])[C:13]=2[CH:12]=[CH:11][C:10]1=[O:36].[NH2:37][CH2:38][CH2:39][N:40]([CH3:48])[C:41](=[O:47])[O:42][C:43]([CH3:46])([CH3:45])[CH3:44]. (3) Given the product [O:38]=[C:19]([N:11]1[C:12]2[C:17](=[CH:16][CH:15]=[CH:14][CH:13]=2)[CH2:18][C@H:10]1[C:8](=[O:9])[NH:7][CH2:6][C:5]1[N:1]=[N:2][NH:3][N:4]=1)[CH2:20][NH:21][C:22]([C@@H:23]([NH:29][C:30]([CH2:40][CH2:41][C:42]([OH:44])=[O:43])=[O:36])[C:24]1[CH:28]=[CH:27][S:26][CH:25]=1)=[O:37], predict the reactants needed to synthesize it. The reactants are: [N:1]1[NH:2][N:3]=[N:4][C:5]=1[CH2:6][NH:7][C:8]([C@@H:10]1[CH2:18][C:17]2[C:12](=[CH:13][CH:14]=[CH:15][CH:16]=2)[N:11]1[C:19](=[O:38])[CH2:20][NH:21][C:22](=[O:37])[C@@H:23]([NH:29][C:30](=[O:36])OC(C)(C)C)[C:24]1[CH:28]=[CH:27][S:26][CH:25]=1)=[O:9].C1(=O)[O:44][C:42](=[O:43])[CH2:41][CH2:40]1. (4) Given the product [F:59][C:60]1[C:68]([CH3:69])=[CH:67][CH:66]=[C:65]([F:70])[C:61]=1[C:62]([NH:34][C:35]1[CH:36]=[CH:37][C:38]([C:41]2[CH:49]=[C:48]3[C:44]([CH2:45][N:46]([C@@H:51]([CH:56]([CH3:58])[CH3:57])[C:52]([O:54][CH3:55])=[O:53])[C:47]3=[O:50])=[CH:43][CH:42]=2)=[CH:39][CH:40]=1)=[O:63], predict the reactants needed to synthesize it. The reactants are: C(NC1C=CC(C2C=C3C(CN([C@@H](C(C)C)C(OC)=O)C3=O)=CC=2)=CC=1)(=O)C1C=CC=CC=1.[NH2:34][C:35]1[CH:40]=[CH:39][C:38]([C:41]2[CH:49]=[C:48]3[C:44]([CH2:45][N:46]([C@@H:51]([CH:56]([CH3:58])[CH3:57])[C:52]([O:54][CH3:55])=[O:53])[C:47]3=[O:50])=[CH:43][CH:42]=2)=[CH:37][CH:36]=1.[F:59][C:60]1[C:68]([CH3:69])=[CH:67][CH:66]=[C:65]([F:70])[C:61]=1[C:62](Cl)=[O:63]. (5) The reactants are: [OH:1][C:2]1[CH:7]=[CH:6][C:5]([NH:8][C:9]2[CH:14]=[CH:13][CH:12]=[CH:11][CH:10]=2)=[CH:4][CH:3]=1.[CH3:15][C:16]1[O:20][C:19]([C:21]2[CH:26]=[CH:25][CH:24]=[CH:23][CH:22]=2)=[N:18][C:17]=1[CH2:27][CH2:28]O.C1(P(C2C=CC=CC=2)C2C=CC=CC=2)C=CC=CC=1.N(C(OC(C)C)=O)=NC(OC(C)C)=O. Given the product [CH3:15][C:16]1[O:20][C:19]([C:21]2[CH:22]=[CH:23][CH:24]=[CH:25][CH:26]=2)=[N:18][C:17]=1[CH2:27][CH2:28][O:1][C:2]1[CH:3]=[CH:4][C:5]([NH:8][C:9]2[CH:14]=[CH:13][CH:12]=[CH:11][CH:10]=2)=[CH:6][CH:7]=1, predict the reactants needed to synthesize it.